This data is from Peptide-MHC class I binding affinity with 185,985 pairs from IEDB/IMGT. The task is: Regression. Given a peptide amino acid sequence and an MHC pseudo amino acid sequence, predict their binding affinity value. This is MHC class I binding data. The peptide sequence is KSGAIKVLK. The MHC is HLA-A31:01 with pseudo-sequence HLA-A31:01. The binding affinity (normalized) is 0.799.